Dataset: Full USPTO retrosynthesis dataset with 1.9M reactions from patents (1976-2016). Task: Predict the reactants needed to synthesize the given product. Given the product [C:1]([O:5][C:6]([N:8]([C:9]1([C@H:12]2[CH2:16][N:15]([C@H:17]([C:19]3[CH:20]=[CH:21][CH:22]=[CH:23][CH:24]=3)[CH3:18])[C:14](=[O:25])[CH2:13]2)[CH2:11][CH2:10]1)[CH2:28][CH3:29])=[O:7])([CH3:2])([CH3:3])[CH3:4], predict the reactants needed to synthesize it. The reactants are: [C:1]([O:5][C:6]([NH:8][C:9]1([C@H:12]2[CH2:16][N:15]([C@H:17]([C:19]3[CH:24]=[CH:23][CH:22]=[CH:21][CH:20]=3)[CH3:18])[C:14](=[O:25])[CH2:13]2)[CH2:11][CH2:10]1)=[O:7])([CH3:4])([CH3:3])[CH3:2].[H-].[Na+].[CH2:28](I)[CH3:29].[Cl-].[NH4+].